From a dataset of Full USPTO retrosynthesis dataset with 1.9M reactions from patents (1976-2016). Predict the reactants needed to synthesize the given product. (1) The reactants are: Cl[C:2]1[N:7]=[CH:6][C:5]([O:8][CH2:9][CH:10]2[CH2:15][CH2:14][N:13]([CH2:16][C:17]([CH2:21][CH3:22])([F:20])[CH2:18][CH3:19])[CH2:12][CH2:11]2)=[CH:4][N:3]=1.[CH3:23][O:24][C:25]([C:27]1[CH:32]=[CH:31][C:30](B(O)O)=[CH:29][CH:28]=1)=[O:26].C([O-])([O-])=O.[Cs+].[Cs+]. Given the product [CH2:18]([C:17]([F:20])([CH2:21][CH3:22])[CH2:16][N:13]1[CH2:14][CH2:15][CH:10]([CH2:9][O:8][C:5]2[CH:4]=[N:3][C:2]([C:30]3[CH:31]=[CH:32][C:27]([C:25]([O:24][CH3:23])=[O:26])=[CH:28][CH:29]=3)=[N:7][CH:6]=2)[CH2:11][CH2:12]1)[CH3:19], predict the reactants needed to synthesize it. (2) Given the product [F:1][C:2]1[CH:3]=[C:4]2[C:9](=[CH:10][C:11]=1[F:12])[C:8]([CH3:14])([CH3:13])[C:7](=[O:15])[C:6]([C:16]([NH:18][CH2:19][C:20]([OH:22])=[O:21])=[O:17])=[C:5]2[OH:27], predict the reactants needed to synthesize it. The reactants are: [F:1][C:2]1[CH:3]=[C:4]2[C:9](=[CH:10][C:11]=1[F:12])[C:8]([CH3:14])([CH3:13])[C:7](=[O:15])[C:6]([C:16]([NH:18][CH2:19][C:20]([O:22]C(C)(C)C)=[O:21])=[O:17])=[C:5]2[OH:27]. (3) The reactants are: C([N:4]([C:12]1[CH:20]=[C:19]2[C:15]([CH:16]=[C:17]([CH2:22][O:23][Si:24]([C:27]([CH3:30])([CH3:29])[CH3:28])([CH3:26])[CH3:25])[N:18]2[CH3:21])=[CH:14][C:13]=1[CH:31]([OH:35])[CH:32]=[CH:33][CH3:34])[C:5](=[O:11])[O:6][C:7]([CH3:10])([CH3:9])[CH3:8])C=C. Given the product [Si:24]([O:23][CH2:22][C:17]1[N:18]([CH3:21])[C:19]2[C:15]([CH:16]=1)=[CH:14][C:13]1[CH:31]([OH:35])[CH:32]=[CH:33][CH2:34][N:4]([C:5]([O:6][C:7]([CH3:8])([CH3:9])[CH3:10])=[O:11])[C:12]=1[CH:20]=2)([C:27]([CH3:28])([CH3:29])[CH3:30])([CH3:25])[CH3:26], predict the reactants needed to synthesize it. (4) Given the product [OH:40][CH2:39][CH2:38][CH2:37][O:36][C:34]1[CH:33]=[CH:32][C:3]([CH2:4][CH2:5][C:6]2[CH:11]=[CH:10][CH:9]=[CH:8][C:7]=2[C:12]2[N:17]=[C:16]([N:18]3[C:22]([C:23]([F:25])([F:24])[F:26])=[C:21]([C:27]([O:29][CH2:30][CH3:31])=[O:28])[CH:20]=[N:19]3)[CH:15]=[CH:14][CH:13]=2)=[C:2]([CH3:1])[CH:35]=1, predict the reactants needed to synthesize it. The reactants are: [CH3:1][C:2]1[CH:35]=[C:34]([O:36][CH2:37][CH2:38][CH2:39][O:40]C2CCCCO2)[CH:33]=[CH:32][C:3]=1[CH2:4][CH2:5][C:6]1[CH:11]=[CH:10][CH:9]=[CH:8][C:7]=1[C:12]1[N:17]=[C:16]([N:18]2[C:22]([C:23]([F:26])([F:25])[F:24])=[C:21]([C:27]([O:29][CH2:30][CH3:31])=[O:28])[CH:20]=[N:19]2)[CH:15]=[CH:14][CH:13]=1. (5) The reactants are: [NH:1]1[CH2:6][CH2:5][C:4](=[O:7])[CH2:3][CH2:2]1.Cl[CH2:9][CH2:10][CH2:11][N:12]1[CH2:17][CH2:16][CH2:15][CH2:14][CH2:13]1. Given the product [N:12]1([CH2:11][CH2:10][CH2:9][N:1]2[CH2:6][CH2:5][C:4](=[O:7])[CH2:3][CH2:2]2)[CH2:17][CH2:16][CH2:15][CH2:14][CH2:13]1, predict the reactants needed to synthesize it. (6) Given the product [Br:10][C:11]1[CH:12]=[CH:13][C:14]2[N:15]([CH:17]=[C:18]([C:20]([NH:4][C:3]3[C:5]([CH3:9])=[CH:6][CH:7]=[CH:8][C:2]=3[CH3:1])=[O:21])[N:19]=2)[CH:16]=1, predict the reactants needed to synthesize it. The reactants are: [CH3:1][C:2]1[CH:8]=[CH:7][CH:6]=[C:5]([CH3:9])[C:3]=1[NH2:4].[Br:10][C:11]1[CH:12]=[CH:13][C:14]2[N:15]([CH:17]=[C:18]([C:20](OCC)=[O:21])[N:19]=2)[CH:16]=1. (7) Given the product [NH:26]1[CH:27]=[CH:28][C:24]([NH:23][C:19]([C:8]2[C:7](=[O:22])[N:6]([CH:1]3[CH2:2][CH2:3][CH2:4][CH2:5]3)[C:11]3[N:12]=[C:13]([NH:17][CH3:18])[N:14]=[C:15]([CH3:16])[C:10]=3[CH:9]=2)=[O:20])=[N:25]1, predict the reactants needed to synthesize it. The reactants are: [CH:1]1([N:6]2[C:11]3[N:12]=[C:13]([NH:17][CH3:18])[N:14]=[C:15]([CH3:16])[C:10]=3[CH:9]=[C:8]([C:19](O)=[O:20])[C:7]2=[O:22])[CH2:5][CH2:4][CH2:3][CH2:2]1.[NH2:23][C:24]1[CH:28]=[CH:27][NH:26][N:25]=1.CN(C(ON1N=NC2C=CC=NC1=2)=[N+](C)C)C.F[P-](F)(F)(F)(F)F.C(N(CC)CC)C.